Predict the product of the given reaction. From a dataset of Forward reaction prediction with 1.9M reactions from USPTO patents (1976-2016). (1) Given the reactants [CH2:1]([C:3]1[C:11](C(O)=O)=[C:6]2[CH:7]=[CH:8][CH:9]=[CH:10][N:5]2[N:4]=1)[CH3:2].S(=O)(=O)(O)O.C(OCC)(=O)C.C(=O)(O)[O-].[Na+], predict the reaction product. The product is: [CH2:1]([C:3]1[CH:11]=[C:6]2[CH:7]=[CH:8][CH:9]=[CH:10][N:5]2[N:4]=1)[CH3:2]. (2) Given the reactants [H-].[Na+].[CH:3]1([OH:7])[CH2:6][CH2:5][CH2:4]1.[Cl:8][C:9]1[CH:14]=[C:13](F)[CH:12]=[CH:11][N:10]=1, predict the reaction product. The product is: [Cl:8][C:9]1[CH:14]=[C:13]([O:7][CH:3]2[CH2:6][CH2:5][CH2:4]2)[CH:12]=[CH:11][N:10]=1. (3) Given the reactants [Br:1][C:2]1[CH:14]=[CH:13][C:5]([O:6][CH:7]2[CH2:12][CH2:11][NH:10][CH2:9][CH2:8]2)=[C:4]([O:15][CH3:16])[CH:3]=1.[O:17]1[CH2:20][C:19](=O)[CH2:18]1.[BH-](OC(C)=O)(OC(C)=O)OC(C)=O.[Na+], predict the reaction product. The product is: [Br:1][C:2]1[CH:14]=[CH:13][C:5]([O:6][CH:7]2[CH2:12][CH2:11][N:10]([CH:19]3[CH2:20][O:17][CH2:18]3)[CH2:9][CH2:8]2)=[C:4]([O:15][CH3:16])[CH:3]=1. (4) Given the reactants [F:1][C:2]1[CH:10]=[CH:9][C:8]([N+:11]([O-:13])=[O:12])=[CH:7][C:3]=1[C:4]([OH:6])=O.[NH:14]1[CH2:19][CH2:18][O:17][CH2:16][CH2:15]1.CN(C(ON1N=NC2C=CC=CC1=2)=[N+](C)C)C.[B-](F)(F)(F)F.CCN(C(C)C)C(C)C, predict the reaction product. The product is: [F:1][C:2]1[CH:10]=[CH:9][C:8]([N+:11]([O-:13])=[O:12])=[CH:7][C:3]=1[C:4]([N:14]1[CH2:19][CH2:18][O:17][CH2:16][CH2:15]1)=[O:6]. (5) Given the reactants [CH:1]1[C:10]2[C:5](=[CH:6][CH:7]=[CH:8][CH:9]=2)[CH:4]=[CH:3][C:2]=1[OH:11].CCOCC.[C:17](O)(=[O:29])[CH2:18][CH2:19][CH2:20][CH2:21][CH2:22][CH2:23][CH2:24][CH2:25][CH2:26][CH2:27][CH3:28].CS(O)(=O)=O, predict the reaction product. The product is: [C:17]([O:11][C:2]1[CH:3]=[CH:4][C:5]2[C:10](=[CH:9][CH:8]=[CH:7][CH:6]=2)[CH:1]=1)(=[O:29])[CH2:18][CH2:19][CH2:20][CH2:21][CH2:22][CH2:23][CH2:24][CH2:25][CH2:26][CH2:27][CH3:28]. (6) Given the reactants [C:1]([NH:4][C:5]1[CH:13]=[CH:12][C:8]([C:9]([OH:11])=O)=[CH:7][CH:6]=1)(=[O:3])[CH3:2].C(Cl)(=O)C(Cl)=O.[C:20]([O:24][C:25](=[O:43])[NH:26][C:27]1[CH:32]=[CH:31][C:30]([NH:33][C:34]2[S:35][C:36]([NH2:42])=[C:37]([C:39](=[O:41])[NH2:40])[N:38]=2)=[CH:29][CH:28]=1)([CH3:23])([CH3:22])[CH3:21], predict the reaction product. The product is: [C:20]([O:24][C:25](=[O:43])[NH:26][C:27]1[CH:28]=[CH:29][C:30]([NH:33][C:34]2[S:35][C:36]([NH:42][C:9](=[O:11])[C:8]3[CH:7]=[CH:6][C:5]([NH:4][C:1](=[O:3])[CH3:2])=[CH:13][CH:12]=3)=[C:37]([C:39](=[O:41])[NH2:40])[N:38]=2)=[CH:31][CH:32]=1)([CH3:23])([CH3:21])[CH3:22].